From a dataset of Forward reaction prediction with 1.9M reactions from USPTO patents (1976-2016). Predict the product of the given reaction. (1) Given the reactants [Br:1]Br.[C:3]([C:6]1[CH:7]=[C:8]([NH:14][S:15]([CH3:18])(=[O:17])=[O:16])[CH:9]=[C:10]([C:12]#[N:13])[CH:11]=1)(=[O:5])[CH3:4], predict the reaction product. The product is: [Br:1][CH2:4][C:3]([C:6]1[CH:7]=[C:8]([NH:14][S:15]([CH3:18])(=[O:16])=[O:17])[CH:9]=[C:10]([C:12]#[N:13])[CH:11]=1)=[O:5]. (2) The product is: [CH3:41][O:40][N:39]=[C:36]1[C:35]([CH3:43])([CH3:42])[S:34](=[O:45])(=[O:44])[N:33]([CH3:46])[C:32]2[CH:31]=[CH:30][C:29]([C:16]3[CH:17]=[N:18][N:19]([C:21]4[CH:22]=[N:23][CH:24]=[CH:25][CH:26]=4)[CH:20]=3)=[N:38][C:37]1=2. Given the reactants C([O-])([O-])=O.[Na+].[Na+].O.CC1(C)C(C)(C)OB([C:16]2[CH:17]=[N:18][N:19]([C:21]3[CH:22]=[N:23][CH:24]=[CH:25][CH:26]=3)[CH:20]=2)O1.Br[C:29]1[CH:30]=[CH:31][C:32]2[N:33]([CH3:46])[S:34](=[O:45])(=[O:44])[C:35]([CH3:43])([CH3:42])[C:36](=[N:39][O:40][CH3:41])[C:37]=2[N:38]=1, predict the reaction product.